From a dataset of Forward reaction prediction with 1.9M reactions from USPTO patents (1976-2016). Predict the product of the given reaction. (1) Given the reactants [CH:1]1[N:9]2[C:4]([C:5]3([CH2:18][CH2:17][N:16]([C:19]([O:21][C:22]([CH3:25])([CH3:24])[CH3:23])=[O:20])[CH2:15][CH2:14]3)[O:6][C:7]3[CH:13]=[CH:12][CH:11]=[CH:10][C:8]=32)=[CH:3][CH:2]=1.[F:26][C:27]([F:42])([F:41])[S+]1C2C=CC=CC=2C2C=CC=CC1=2.[F:26][C:27]([F:42])([F:41])S([O-])(=O)=O.C([O-])([O-])=O.[K+].[K+], predict the reaction product. The product is: [F:26][C:27]([F:42])([F:41])[C:1]1[N:9]2[C:8]3[CH:10]=[CH:11][CH:12]=[CH:13][C:7]=3[O:6][C:5]3([CH2:18][CH2:17][N:16]([C:19]([O:21][C:22]([CH3:25])([CH3:24])[CH3:23])=[O:20])[CH2:15][CH2:14]3)[C:4]2=[CH:3][CH:2]=1. (2) Given the reactants Br[C:2]1[C:10]2[C:5](=[N:6][CH:7]=[C:8]([C:11]([O:13][CH3:14])=[O:12])[CH:9]=2)[NH:4][N:3]=1.[CH3:15][N:16](C)C(=O)C, predict the reaction product. The product is: [C:15]([C:2]1[C:10]2[C:5](=[N:6][CH:7]=[C:8]([C:11]([O:13][CH3:14])=[O:12])[CH:9]=2)[NH:4][N:3]=1)#[N:16]. (3) Given the reactants C(N(CC)CC)C.[CH3:8][S:9](Cl)(=[O:11])=[O:10].[OH:13][C@@H:14]1[CH2:18][CH2:17][C@H:16]([NH:19][C:20]2[C:21]3[N:22]([CH:29]=[CH:30][CH:31]=3)[N:23]=[CH:24][C:25]=2[C:26]([NH2:28])=[O:27])[C:15]1([CH3:33])[CH3:32], predict the reaction product. The product is: [CH3:8][S:9]([O:13][C@H:14]1[CH2:18][CH2:17][C@@H:16]([NH:19][C:20]2[C:21]3[N:22]([CH:29]=[CH:30][CH:31]=3)[N:23]=[CH:24][C:25]=2[C:26](=[O:27])[NH2:28])[C:15]1([CH3:33])[CH3:32])(=[O:11])=[O:10]. (4) Given the reactants [CH3:1][CH:2]([CH2:15][CH2:16][CH2:17][CH:18]([CH3:25])[CH2:19][CH2:20][CH2:21][CH:22]([CH3:24])[CH3:23])[CH2:3][CH2:4][CH2:5][CH2:6][CH:7]([C:9]1[CH:14]=[CH:13][CH:12]=[CH:11][CH:10]=1)[CH3:8].[OH:26][S:27](O)(=[O:29])=[O:28].O=S(=O)=O.[OH-].[Na+:36], predict the reaction product. The product is: [CH3:1][CH:2]([CH2:15][CH2:16][CH2:17][CH:18]([CH3:25])[CH2:19][CH2:20][CH2:21][CH:22]([CH3:24])[CH3:23])[CH2:3][CH2:4][CH2:5][CH2:6][CH:7]([C:9]1[CH:14]=[CH:13][C:12]([S:27]([O-:29])(=[O:28])=[O:26])=[CH:11][CH:10]=1)[CH3:8].[Na+:36]. (5) Given the reactants [C:1]([NH:5][S:6]([C:9]1[C:10]([C:15]2[CH:20]=[CH:19][C:18]([NH:21][CH2:22][C:23]3[C:28]([CH2:29][OH:30])=[CH:27][N:26]=[C:25]([CH3:31])[C:24]=3[OH:32])=[CH:17][CH:16]=2)=[CH:11][CH:12]=[CH:13][CH:14]=1)(=[O:8])=[O:7])([CH3:4])([CH3:3])[CH3:2].Br[CH2:34][C:35]1[CH:40]=[CH:39][CH:38]=[C:37]([C:41]#[N:42])[CH:36]=1, predict the reaction product. The product is: [C:1]([NH:5][S:6]([C:9]1[C:10]([C:15]2[CH:16]=[CH:17][C:18]([NH:21][CH2:22][C:23]3[C:28]([CH2:29][OH:30])=[CH:27][N:26]=[C:25]([CH3:31])[C:24]=3[O:32][CH2:34][C:35]3[CH:40]=[CH:39][CH:38]=[C:37]([C:41]#[N:42])[CH:36]=3)=[CH:19][CH:20]=2)=[CH:11][CH:12]=[CH:13][CH:14]=1)(=[O:8])=[O:7])([CH3:4])([CH3:3])[CH3:2]. (6) Given the reactants [NH2:1][C:2]1([CH2:15][OH:16])[CH2:7][CH2:6][N:5]([CH2:8][C:9]2[CH:14]=[CH:13][CH:12]=[CH:11][CH:10]=2)[CH2:4][CH2:3]1.[C:17](N1C=CN=C1)(N1C=CN=C1)=[O:18], predict the reaction product. The product is: [CH2:8]([N:5]1[CH2:6][CH2:7][C:2]2([CH2:15][O:16][C:17](=[O:18])[NH:1]2)[CH2:3][CH2:4]1)[C:9]1[CH:14]=[CH:13][CH:12]=[CH:11][CH:10]=1. (7) Given the reactants COC(OC)[CH2:4][C@H:5]1[CH2:16][CH2:15][C:14]2[S:13][C:12]3[N:11]=[CH:10][N:9]=[C:8]([O:17][CH:18]4[CH2:23][CH2:22][CH:21]([N:24]([CH3:32])C(=O)OC(C)(C)C)[CH2:20][CH2:19]4)[C:7]=3[C:6]1=2.[Si]([C:39]#[N:40])(C)(C)C.B(F)(F)F.C[CH2:46][O:47][CH2:48]C, predict the reaction product. The product is: [CH3:46][O:47][CH:48]([CH2:4][C@H:5]1[CH2:16][CH2:15][C:14]2[S:13][C:12]3[N:11]=[CH:10][N:9]=[C:8]([O:17][CH:18]4[CH2:23][CH2:22][CH:21]([NH:24][CH3:32])[CH2:20][CH2:19]4)[C:7]=3[C:6]1=2)[C:39]#[N:40].